The task is: Predict the reactants needed to synthesize the given product.. This data is from Full USPTO retrosynthesis dataset with 1.9M reactions from patents (1976-2016). (1) The reactants are: F[C:2]1[CH:30]=[CH:29][C:28]([C:31]([F:34])([F:33])[F:32])=[CH:27][C:3]=1[C:4]([NH:6][CH2:7][C:8](=[O:26])[NH:9][CH:10]1[CH2:13][N:12]([CH:14]2[CH2:19][CH2:18][CH:17]([C:20]3[CH:25]=[CH:24][CH:23]=[CH:22][CH:21]=3)[CH2:16][CH2:15]2)[CH2:11]1)=[O:5].[NH:35]1[CH2:39][CH2:38][CH2:37][CH2:36]1. Given the product [C:20]1([CH:17]2[CH2:16][CH2:15][CH:14]([N:12]3[CH2:11][CH:10]([NH:9][C:8]([CH2:7][NH:6][C:4](=[O:5])[C:3]4[CH:27]=[C:28]([C:31]([F:33])([F:34])[F:32])[CH:29]=[CH:30][C:2]=4[N:35]4[CH2:39][CH2:38][CH2:37][CH2:36]4)=[O:26])[CH2:13]3)[CH2:19][CH2:18]2)[CH:25]=[CH:24][CH:23]=[CH:22][CH:21]=1, predict the reactants needed to synthesize it. (2) Given the product [NH2:40][C:37]1[N:36]=[CH:35][C:34]([C:2]2[C:3]3[CH2:16][CH2:15][N:14]([C@@:17]4([CH3:25])[CH2:21][CH2:20][N:19]([C:22]([O:24][C:3]([CH3:16])([CH3:4])[CH3:2])=[O:23])[CH2:18]4)[C:4]=3[N:5]=[C:6]([N:8]3[CH2:13][CH2:12][O:11][CH2:10][CH2:9]3)[N:7]=2)=[CH:39][N:38]=1, predict the reactants needed to synthesize it. The reactants are: Cl[C:2]1[C:3]2[CH2:16][CH2:15][N:14]([C@@:17]3([CH3:25])[CH2:21][CH2:20][N:19]([C:22]([O-:24])=[O:23])[CH2:18]3)[C:4]=2[N:5]=[C:6]([N:8]2[CH2:13][CH2:12][O:11][CH2:10][CH2:9]2)[N:7]=1.CC1(C)C(C)(C)OB([C:34]2[CH:35]=[N:36][C:37]([NH2:40])=[N:38][CH:39]=2)O1.C([O-])([O-])=O.[Na+].[Na+]. (3) The reactants are: [C:1]([O:5][C:6]([N:8]1[CH2:13][CH:12]=[CH:11][CH:10]([OH:14])[CH2:9]1)=[O:7])([CH3:4])([CH3:3])[CH3:2].[Cr](Cl)([O-])(=O)=O.[NH+]1C=CC=CC=1. Given the product [C:1]([O:5][C:6]([N:8]1[CH2:13][CH:12]=[CH:11][C:10](=[O:14])[CH2:9]1)=[O:7])([CH3:4])([CH3:2])[CH3:3], predict the reactants needed to synthesize it. (4) Given the product [Cl:26][C:27]1[CH:34]=[C:33]([CH2:35][O:36][Si:37]([CH:44]([CH3:46])[CH3:45])([CH:41]([CH3:43])[CH3:42])[CH:38]([CH3:40])[CH3:39])[CH:32]=[C:31]([Cl:47])[C:28]=1[C:29]1[N:20]([OH:21])[C:17]2[C:16]3[CH:22]=[CH:23][N:24]=[CH:25][C:15]=3[NH:14][C:13]3[N:8]=[CH:9][CH:10]=[CH:11][C:12]=3[C:18]=2[N:52]=1, predict the reactants needed to synthesize it. The reactants are: FC(F)(F)C(O)=O.[N:8]1[C:13]2[NH:14][C:15]3[CH:25]=[N:24][CH:23]=[CH:22][C:16]=3/[C:17](=[N:20]/[OH:21])/[C:18](=O)[C:12]=2[CH:11]=[CH:10][CH:9]=1.[Cl:26][C:27]1[CH:34]=[C:33]([CH2:35][O:36][Si:37]([CH:44]([CH3:46])[CH3:45])([CH:41]([CH3:43])[CH3:42])[CH:38]([CH3:40])[CH3:39])[CH:32]=[C:31]([Cl:47])[C:28]=1[CH:29]=O.C([O-])(=O)C.[NH4+:52]. (5) Given the product [CH3:14][C:13]1[C:12]2[CH:15]=[CH:16][C:17]([CH3:19])=[CH:18][C:11]=2[O:10][C:9]=1[CH:4]([CH2:5][CH2:6][CH2:7][CH3:8])[CH2:3][CH2:2][S:26][C:27]1[CH:32]=[CH:31][C:30]([O:33][CH2:34][C:35]([O:37][CH2:38][CH3:39])=[O:36])=[C:29]([CH3:40])[CH:28]=1, predict the reactants needed to synthesize it. The reactants are: Br[CH2:2][CH2:3][CH:4]([C:9]1[O:10][C:11]2[CH:18]=[C:17]([CH3:19])[CH:16]=[CH:15][C:12]=2[C:13]=1[CH3:14])[CH2:5][CH2:6][CH2:7][CH3:8].C(=O)([O-])[O-].[Cs+].[Cs+].[SH:26][C:27]1[CH:32]=[CH:31][C:30]([O:33][CH2:34][C:35]([O:37][CH2:38][CH3:39])=[O:36])=[C:29]([CH3:40])[CH:28]=1. (6) Given the product [ClH:34].[F:33][C:2]([F:1])([F:32])[C:3]1[CH:27]=[C:26]([C:28]([F:30])([F:31])[F:29])[CH:25]=[CH:24][C:4]=1[CH2:5][N:6]1[CH2:7][CH2:8][CH:9](/[CH:12]=[C:13]2/[C:14]([NH:19][CH:20]([CH3:23])[C:21]#[CH:22])=[N:15][C:16](=[O:18])[S:17]/2)[CH2:10][CH2:11]1, predict the reactants needed to synthesize it. The reactants are: [F:1][C:2]([F:33])([F:32])[C:3]1[CH:27]=[C:26]([C:28]([F:31])([F:30])[F:29])[CH:25]=[CH:24][C:4]=1[CH2:5][N:6]1[CH2:11][CH2:10][CH:9](/[CH:12]=[C:13]2/[C:14]([NH:19][CH:20]([CH3:23])[C:21]#[CH:22])=[N:15][C:16](=[O:18])[S:17]/2)[CH2:8][CH2:7]1.[ClH:34].C(OCC)(=O)C. (7) The reactants are: Br[C:2]1[CH:3]=[N:4][CH:5]=[C:6]([S:8]([CH3:11])(=[O:10])=[O:9])[CH:7]=1.[OH-].[NH4+:13]. Given the product [CH3:11][S:8]([C:6]1[CH:7]=[C:2]([NH2:13])[CH:3]=[N:4][CH:5]=1)(=[O:10])=[O:9], predict the reactants needed to synthesize it.